Dataset: Forward reaction prediction with 1.9M reactions from USPTO patents (1976-2016). Task: Predict the product of the given reaction. The product is: [CH:13]([C@H:14]1[CH2:19][CH2:18][CH2:17][C:16](=[O:20])[N:15]1[CH2:21][C:22]#[C:23][CH2:24][O:25][CH2:26][C:27]#[N:28])=[O:12]. Given the reactants CCN=C=NCCCN(C)C.[OH:12][CH2:13][C@H:14]1[CH2:19][CH2:18][CH2:17][C:16](=[O:20])[N:15]1[CH2:21][C:22]#[C:23][CH2:24][O:25][CH2:26][C:27]#[N:28].CS(C)=O.FC(F)(F)C([O-])=O.[NH+]1C=CC=CC=1, predict the reaction product.